Dataset: Forward reaction prediction with 1.9M reactions from USPTO patents (1976-2016). Task: Predict the product of the given reaction. (1) The product is: [C:13]([C:3]1[C:2]([F:1])=[C:7]([O:8][CH3:9])[CH:6]=[C:5]([O:10][CH3:11])[C:4]=1[F:12])#[CH:14]. Given the reactants [F:1][C:2]1[C:7]([O:8][CH3:9])=[CH:6][C:5]([O:10][CH3:11])=[C:4]([F:12])[C:3]=1[C:13]#[C:14][Si](C)(C)C.CO.[F-].[Cs+], predict the reaction product. (2) Given the reactants [C:1]([N:8]1[CH2:12][CH2:11][C:10](=O)[CH2:9]1)([O:3][C:4]([CH3:7])([CH3:6])[CH3:5])=[O:2].C[Si]([N-][Si](C)(C)C)(C)C.[Li+].FC(F)(F)S(N(C1C=CC(Cl)=CN=1)S(C(F)(F)F)(=O)=O)(=O)=O.[CH2:46]([O:48][C:49]([C:51]1[CH:56]=[CH:55][C:54](B(O)O)=[CH:53][CH:52]=1)=[O:50])[CH3:47].C(=O)([O-])[O-].[Na+].[Na+], predict the reaction product. The product is: [CH2:46]([O:48][C:49]([C:51]1[CH:56]=[CH:55][C:54]([C:10]2[CH2:9][N:8]([C:1]([O:3][C:4]([CH3:7])([CH3:6])[CH3:5])=[O:2])[CH2:12][CH:11]=2)=[CH:53][CH:52]=1)=[O:50])[CH3:47]. (3) The product is: [OH:17][C@@H:12]1[CH2:13][CH2:14][CH2:15][CH2:16][C@H:11]1[N:8]1[CH2:9][CH2:10][C:5](=[O:4])[CH2:6][CH2:7]1. Given the reactants O1[C:5]2([CH2:10][CH2:9][N:8]([C@@H:11]3[CH2:16][CH2:15][CH2:14][CH2:13][C@H:12]3[OH:17])[CH2:7][CH2:6]2)[O:4]CC1.Cl.O.[OH-].[Na+], predict the reaction product. (4) Given the reactants CO[Na].[Na].C([NH:8][C:9]1[N:14]=[C:13]([C:15]2[CH:20]=[CH:19][C:18]([N:21]3[C:25]([Cl:26])=[CH:24][C:23]([NH:27][C:28]([NH:30][C:31]4[CH:36]=[CH:35][CH:34]=[C:33]([O:37][CH3:38])[CH:32]=4)=[O:29])=[C:22]3[C:39](OCC)=[O:40])=[CH:17][CH:16]=2)[CH:12]=[CH:11][CH:10]=1)(=O)C, predict the reaction product. The product is: [ClH:26].[NH2:8][C:9]1[N:14]=[C:13]([C:15]2[CH:16]=[CH:17][C:18]([N:21]3[C:22]4[C:39](=[O:40])[N:30]([C:31]5[CH:36]=[CH:35][CH:34]=[C:33]([O:37][CH3:38])[CH:32]=5)[C:28](=[O:29])[NH:27][C:23]=4[CH:24]=[C:25]3[Cl:26])=[CH:19][CH:20]=2)[CH:12]=[CH:11][CH:10]=1.